This data is from Reaction yield outcomes from USPTO patents with 853,638 reactions. The task is: Predict the reaction yield, written as a fraction of the theoretical maximum amount of product (1.0 means a 100% yield; for example, 0.34 means a 34% yield). No catalyst specified. The yield is 0.615. The product is [Cl:19][C:20]1[CH:21]=[C:22]([NH:27][C:28]2[C:29]3[C:36](=[CH:15][C:12]4[NH:11][C:8]5[CH2:9][CH2:10][N:5]([CH2:4][CH2:3][N:2]([CH3:18])[CH3:1])[C:6](=[O:17])[C:7]=5[C:13]=4[CH3:14])[C:35](=[O:37])[NH:34][C:30]=3[N:31]=[CH:32][N:33]=2)[CH:23]=[CH:24][C:25]=1[F:26]. The reactants are [CH3:1][N:2]([CH3:18])[CH2:3][CH2:4][N:5]1[CH2:10][CH2:9][C:8]2[NH:11][C:12]([CH:15]=O)=[C:13]([CH3:14])[C:7]=2[C:6]1=[O:17].[Cl:19][C:20]1[CH:21]=[C:22]([NH:27][C:28]2[C:29]3[CH2:36][C:35](=[O:37])[NH:34][C:30]=3[N:31]=[CH:32][N:33]=2)[CH:23]=[CH:24][C:25]=1[F:26].